Dataset: Full USPTO retrosynthesis dataset with 1.9M reactions from patents (1976-2016). Task: Predict the reactants needed to synthesize the given product. (1) Given the product [CH3:1][O:2][C:3]1[CH:4]=[CH:5][C:6]([C:9](=[O:17])[CH:10]([C:11]2[CH:16]=[CH:15][CH:14]=[CH:13][CH:12]=2)[C:18]([C:19]2[CH:24]=[CH:23][C:22]([O:25][CH3:26])=[CH:21][CH:20]=2)=[O:27])=[CH:7][CH:8]=1, predict the reactants needed to synthesize it. The reactants are: [CH3:1][O:2][C:3]1[CH:8]=[CH:7][C:6]([C:9](=[O:17])[CH2:10][C:11]2[CH:16]=[CH:15][CH:14]=[CH:13][CH:12]=2)=[CH:5][CH:4]=1.[C:18](Cl)(=[O:27])[C:19]1[CH:24]=[CH:23][C:22]([O:25][CH3:26])=[CH:21][CH:20]=1.C(O)(=O)CC(CC(O)=O)(C(O)=O)O. (2) Given the product [C:12]1([N:5]2[C:6]3[N:7]=[CH:8][CH:9]=[CH:10][C:11]=3[C:2]3[NH:30][N:31]=[C:19]([CH2:20][CH2:21][C:22]4[CH:23]=[N:24][CH:25]=[CH:26][CH:27]=4)[C:3]=3[C:4]2=[O:18])[CH:17]=[CH:16][CH:15]=[CH:14][CH:13]=1, predict the reactants needed to synthesize it. The reactants are: O[C:2]1[C:11]2[C:6](=[N:7][CH:8]=[CH:9][CH:10]=2)[N:5]([C:12]2[CH:17]=[CH:16][CH:15]=[CH:14][CH:13]=2)[C:4](=[O:18])[C:3]=1[C:19](=O)[CH2:20][CH2:21][C:22]1[CH:23]=[N:24][CH:25]=[CH:26][CH:27]=1.O.[NH2:30][NH2:31]. (3) Given the product [C:1]([O:5][C:6](=[O:19])[C:7]([S:10][C:11]1[S:12][CH:13]=[C:14]([CH2:16][CH2:17][O:18][C:30]2[CH:29]=[CH:28][C:27]([C:24]3[CH:23]=[CH:22][C:21]([F:20])=[CH:26][CH:25]=3)=[CH:32][CH:31]=2)[N:15]=1)([CH3:9])[CH3:8])([CH3:2])([CH3:4])[CH3:3], predict the reactants needed to synthesize it. The reactants are: [C:1]([O:5][C:6](=[O:19])[C:7]([S:10][C:11]1[S:12][CH:13]=[C:14]([CH2:16][CH2:17][OH:18])[N:15]=1)([CH3:9])[CH3:8])([CH3:4])([CH3:3])[CH3:2].[F:20][C:21]1[CH:26]=[CH:25][C:24]([C:27]2[CH:32]=[CH:31][C:30](O)=[CH:29][CH:28]=2)=[CH:23][CH:22]=1.C1(P(C2C=CC=CC=2)C2C=CC=CC=2)C=CC=CC=1.N(C(OC(C)C)=O)=NC(OC(C)C)=O.